Dataset: Retrosynthesis with 50K atom-mapped reactions and 10 reaction types from USPTO. Task: Predict the reactants needed to synthesize the given product. (1) Given the product O=C(O)/C=C/c1ccc2c(c1)C(=O)NC1(CCN(CCc3ccccc3)CC1)O2, predict the reactants needed to synthesize it. The reactants are: COC(=O)/C=C/c1ccc2c(c1)C(=O)NC1(CCN(CCc3ccccc3)CC1)O2. (2) Given the product COc1ccc(NC=C2C(=O)Nc3cc(C(=O)c4ccc(NC(=O)c5cc(C)nn5C)cc4)ccc32)cc1O, predict the reactants needed to synthesize it. The reactants are: COc1ccc(N)cc1O.Cc1cc(C(=O)Nc2ccc(C(=O)c3ccc4c(c3)NC(=O)C4=CO)cc2)n(C)n1. (3) Given the product Cc1ccccc1Nc1nc2c(C)cc(CC(=O)C3NCCc4cc(C(C)CC(=O)O)ccc43)cc2o1, predict the reactants needed to synthesize it. The reactants are: CCOC(=O)CC(C)c1ccc2c(c1)CCNC2C(=O)Cc1cc(C)c2nc(Nc3ccccc3C)oc2c1. (4) Given the product CN1C(=O)[C@@H](NC(=O)OC(C)(C)C)CCc2ccccc21, predict the reactants needed to synthesize it. The reactants are: CC(C)(C)OC(=O)N[C@H]1CCc2ccccc2NC1=O.CI. (5) Given the product CC(=O)C(=Cc1ccc(C#N)cc1OC(F)(F)F)C(C)=O, predict the reactants needed to synthesize it. The reactants are: CC(=O)CC(C)=O.N#Cc1ccc(C=O)c(OC(F)(F)F)c1. (6) Given the product COc1cc(F)c(-c2nn(C)c(C(F)(F)F)c2Cl)cc1[N+](=O)[O-], predict the reactants needed to synthesize it. The reactants are: Cn1nc(-c2cc([N+](=O)[O-])c(F)cc2F)c(Cl)c1C(F)(F)F.O=C([O-])[O-].